This data is from Full USPTO retrosynthesis dataset with 1.9M reactions from patents (1976-2016). The task is: Predict the reactants needed to synthesize the given product. (1) Given the product [Br:7][C:4]1[CH:5]=[CH:6][N:2]([NH:1][C:28](=[O:29])[C@@H:27]([NH:26][C:24](=[O:25])[O:23][C:19]([CH3:21])([CH3:20])[CH3:22])[CH3:31])[C:3]=1[C:8](=[O:9])[NH:10][C:11]1[CH:16]=[C:15]([F:17])[CH:14]=[C:13]([F:18])[CH:12]=1, predict the reactants needed to synthesize it. The reactants are: [NH2:1][N:2]1[CH:6]=[CH:5][C:4]([Br:7])=[C:3]1[C:8]([NH:10][C:11]1[CH:16]=[C:15]([F:17])[CH:14]=[C:13]([F:18])[CH:12]=1)=[O:9].[C:19]([O:23][C:24]([NH:26][C@@H:27]([CH3:31])[C:28](O)=[O:29])=[O:25])([CH3:22])([CH3:21])[CH3:20]. (2) The reactants are: [O:1]1[C@H:3]([C@@H:4]([O:11][C:12]2[CH:17]=[CH:16][CH:15]=[CH:14][C:13]=2[O:18][CH2:19][CH3:20])[C:5]2[CH:10]=[CH:9][CH:8]=[CH:7][CH:6]=2)[CH2:2]1.CO.[OH-].[NH4+:24].[Na+].[Cl-]. Given the product [CH2:19]([O:18][C:13]1[CH:14]=[CH:15][CH:16]=[CH:17][C:12]=1[O:11][C@@H:4]([C:5]1[CH:10]=[CH:9][CH:8]=[CH:7][CH:6]=1)[C@@H:3]([OH:1])[CH2:2][NH2:24])[CH3:20], predict the reactants needed to synthesize it.